Dataset: Forward reaction prediction with 1.9M reactions from USPTO patents (1976-2016). Task: Predict the product of the given reaction. Given the reactants Cl.[CH2:2]([N:4]1[CH2:8][CH2:7][C:6]2([CH2:13][CH2:12][NH:11][CH2:10][CH2:9]2)[C:5]1=[O:14])[CH3:3].C(N(CC)CC)C.[F:22][C:23]([F:35])([F:34])[C:24]1[CH:25]=[C:26]([S:30](Cl)(=[O:32])=[O:31])[CH:27]=[CH:28][CH:29]=1.O, predict the reaction product. The product is: [CH2:2]([N:4]1[CH2:8][CH2:7][C:6]2([CH2:13][CH2:12][N:11]([S:30]([C:26]3[CH:27]=[CH:28][CH:29]=[C:24]([C:23]([F:22])([F:34])[F:35])[CH:25]=3)(=[O:32])=[O:31])[CH2:10][CH2:9]2)[C:5]1=[O:14])[CH3:3].